From a dataset of Full USPTO retrosynthesis dataset with 1.9M reactions from patents (1976-2016). Predict the reactants needed to synthesize the given product. (1) Given the product [C:38]([N:27]1[C:26](=[O:42])[C:25]([NH:24][CH2:23][CH2:22][CH2:21][O:9][C:6]2[CH:7]=[CH:8][C:3]([CH2:2][OH:1])=[CH:4][CH:5]=2)=[C:29]([C:30]2[CH:31]=[CH:32][CH:33]=[CH:34][CH:35]=2)[S:28]1(=[O:36])=[O:37])([CH3:39])([CH3:40])[CH3:41], predict the reactants needed to synthesize it. The reactants are: [OH:1][CH2:2][C:3]1[CH:8]=[CH:7][C:6]([OH:9])=[CH:5][CH:4]=1.CC1C=CC(S(O[CH2:21][CH2:22][CH2:23][NH:24][C:25]2[C:26](=[O:42])[N:27]([C:38]([CH3:41])([CH3:40])[CH3:39])[S:28](=[O:37])(=[O:36])[C:29]=2[C:30]2[CH:35]=[CH:34][CH:33]=[CH:32][CH:31]=2)(=O)=O)=CC=1. (2) Given the product [F:1][C:2]1[C:11]2[C:6](=[CH:7][CH:8]=[CH:9][C:10]=2[F:12])[C:5]([C:13](=[O:17])[CH2:14][CH2:15][CH3:16])=[CH:4][CH:3]=1, predict the reactants needed to synthesize it. The reactants are: [F:1][C:2]1[C:11]2[C:6](=[CH:7][CH:8]=[CH:9][C:10]=2[F:12])[CH:5]=[CH:4][CH:3]=1.[C:13](Cl)(=[O:17])[CH2:14][CH2:15][CH3:16].[Cl-].[Cl-].[Cl-].[Al+3]. (3) Given the product [Cl:1][C:2]1[CH:3]=[C:4]([CH3:10])[C:5]2[N:6]([C:13]([CH:12]([F:16])[F:11])=[N:9][N:8]=2)[N:7]=1, predict the reactants needed to synthesize it. The reactants are: [Cl:1][C:2]1[N:7]=[N:6][C:5]([NH:8][NH2:9])=[C:4]([CH3:10])[CH:3]=1.[F:11][CH:12]([F:16])[C:13](O)=O.CCOCC. (4) Given the product [CH:10]1[CH:11]=[C:12]2[CH:13]=[CH:14][C:15]([OH:19])=[C:16]([C:16]3[C:17]4[C:12](=[CH:11][CH:10]=[CH:9][CH:18]=4)[CH:13]=[CH:14][C:15]=3[OH:19])[C:17]2=[CH:18][CH:9]=1, predict the reactants needed to synthesize it. The reactants are: C(O[C:9]1[CH:18]=[C:17]2[C:12]([CH:13]=[CH:14][C:15]([OH:19])=[CH:16]2)=[CH:11][CH:10]=1)C1C=CC=CC=1. (5) Given the product [OH:7][CH2:6][CH:5]1[CH:4]([CH2:8][OH:9])[CH:3]1[C:1]#[C:2][C:11]#[C:12][C:13]1[CH:14]=[CH:15][C:16]([C:17]([NH:19][C@@H:20]([C:25]([NH:28][C:29]([O:31][C:32]([CH3:35])([CH3:34])[CH3:33])=[O:30])([CH3:27])[CH3:26])[C:21]([O:23][CH3:24])=[O:22])=[O:18])=[CH:36][CH:37]=1, predict the reactants needed to synthesize it. The reactants are: [C:1]([CH:3]1[CH:5]([CH2:6][OH:7])[CH:4]1[CH2:8][OH:9])#[CH:2].Br[C:11]#[C:12][C:13]1[CH:37]=[CH:36][C:16]([C:17]([NH:19][C@@H:20]([C:25]([NH:28][C:29]([O:31][C:32]([CH3:35])([CH3:34])[CH3:33])=[O:30])([CH3:27])[CH3:26])[C:21]([O:23][CH3:24])=[O:22])=[O:18])=[CH:15][CH:14]=1. (6) Given the product [N+:1]([C:4]1[CH:5]=[C:6]([CH:10]=[CH:11][CH:12]=1)[C:7]([NH2:13])=[O:8])([O-:3])=[O:2], predict the reactants needed to synthesize it. The reactants are: [N+:1]([C:4]1[CH:5]=[C:6]([CH:10]=[CH:11][CH:12]=1)[C:7](O)=[O:8])([O-:3])=[O:2].[N+:13](C1C=C(C=CC=1)C(Cl)=O)([O-])=O.NC1C=CC=CC=1.CC1C=C(C(F)(C(F)(F)F)C(F)(F)F)C=C(C)C=1N. (7) Given the product [CH3:1][N:2]([CH2:4][CH2:5][CH2:6][C@@:7]1([C:17]2[CH:22]=[CH:21][C:20]([F:23])=[CH:19][CH:18]=2)[O:11][CH2:10][C:9]2[CH:12]=[C:13]([C:31]#[N:32])[CH:14]=[CH:15][C:8]1=2)[CH3:3].[C:26]([OH:28])([C:25]([OH:30])=[O:29])=[O:27], predict the reactants needed to synthesize it. The reactants are: [CH3:1][N:2]([CH2:4][CH2:5][CH2:6][C:7]1([C:17]2[CH:22]=[CH:21][C:20]([F:23])=[CH:19][CH:18]=2)[O:11][CH2:10][C:9]2[CH:12]=[C:13](Br)[CH:14]=[CH:15][C:8]1=2)[CH3:3].O.[C:25]([OH:30])(=[O:29])[C:26]([OH:28])=[O:27].[CH3:31][N:32](C=O)C.